This data is from Forward reaction prediction with 1.9M reactions from USPTO patents (1976-2016). The task is: Predict the product of the given reaction. Given the reactants [Br:1][C:2]1[CH:3]=[C:4]([C:17]([O:19][CH3:20])=[O:18])[C:5]2[NH:6][C:7]3[CH:8]=[CH:9][C:10]([CH:15]=O)=[CH:11][C:12]=3[C:13]=2[N:14]=1.[NH:21]1[CH2:26][CH2:25][O:24][CH2:23][CH2:22]1.C(O[BH-](OC(=O)C)OC(=O)C)(=O)C.[Na+].C(O)(=O)C, predict the reaction product. The product is: [Br:1][C:2]1[CH:3]=[C:4]([C:17]([O:19][CH3:20])=[O:18])[C:5]2[NH:6][C:7]3[CH:8]=[CH:9][C:10]([CH2:15][N:21]4[CH2:26][CH2:25][O:24][CH2:23][CH2:22]4)=[CH:11][C:12]=3[C:13]=2[N:14]=1.